From a dataset of Peptide-MHC class I binding affinity with 185,985 pairs from IEDB/IMGT. Regression. Given a peptide amino acid sequence and an MHC pseudo amino acid sequence, predict their binding affinity value. This is MHC class I binding data. (1) The peptide sequence is IPCRDVVL. The MHC is HLA-B07:02 with pseudo-sequence HLA-B07:02. The binding affinity (normalized) is 0.241. (2) The peptide sequence is MQRSGMLSL. The MHC is HLA-B39:01 with pseudo-sequence HLA-B39:01. The binding affinity (normalized) is 0.620. (3) The peptide sequence is IISTLNKIL. The MHC is HLA-A68:02 with pseudo-sequence HLA-A68:02. The binding affinity (normalized) is 0.0688. (4) The binding affinity (normalized) is 0.177. The peptide sequence is EVATRFNTM. The MHC is HLA-B07:02 with pseudo-sequence HLA-B07:02. (5) The peptide sequence is DFISMYFPW. The MHC is HLA-A68:02 with pseudo-sequence HLA-A68:02. The binding affinity (normalized) is 0.0847. (6) The peptide sequence is VLALYSPPLI. The MHC is HLA-A02:02 with pseudo-sequence HLA-A02:02. The binding affinity (normalized) is 0.746. (7) The peptide sequence is ERLKIRGSL. The MHC is HLA-A23:01 with pseudo-sequence HLA-A23:01. The binding affinity (normalized) is 0. (8) The peptide sequence is QIYAGIKVK. The MHC is HLA-A68:01 with pseudo-sequence HLA-A68:01. The binding affinity (normalized) is 0.382. (9) The peptide sequence is ISTNIRQA. The MHC is HLA-B51:01 with pseudo-sequence HLA-B51:01. The binding affinity (normalized) is 0. (10) The peptide sequence is AYATAQEAY. The MHC is HLA-A01:01 with pseudo-sequence HLA-A01:01. The binding affinity (normalized) is 0.